This data is from Full USPTO retrosynthesis dataset with 1.9M reactions from patents (1976-2016). The task is: Predict the reactants needed to synthesize the given product. Given the product [F:38][C:39]1[CH:44]=[C:43]([CH2:45][O:37][C:35]2[CH:34]=[CH:33][CH:32]=[C:31]3[C:36]=2[N:27]([CH2:26][CH2:25][C:19]2[CH:24]=[CH:23][CH:22]=[CH:21][CH:20]=2)[CH2:28][CH2:29][CH2:30]3)[CH:42]=[CH:41][C:40]=1[CH2:47][CH2:48][C:49]([O:51][CH2:52][CH3:53])=[O:50], predict the reactants needed to synthesize it. The reactants are: N(C(N1CCCCC1)=O)=NC(N1CCCCC1)=O.[C:19]1([CH2:25][CH2:26][N:27]2[C:36]3[C:31](=[CH:32][CH:33]=[CH:34][C:35]=3[OH:37])[CH2:30][CH2:29][CH2:28]2)[CH:24]=[CH:23][CH:22]=[CH:21][CH:20]=1.[F:38][C:39]1[CH:44]=[C:43]([CH2:45]O)[CH:42]=[CH:41][C:40]=1[CH2:47][CH2:48][C:49]([O:51][CH2:52][CH3:53])=[O:50].C(P(CCCC)CCCC)CCC.